This data is from Full USPTO retrosynthesis dataset with 1.9M reactions from patents (1976-2016). The task is: Predict the reactants needed to synthesize the given product. (1) The reactants are: Cl[C:2]1[C:7]([C:8]([F:11])([F:10])[F:9])=[CH:6][N:5]=[C:4]([NH:12][C:13]2[CH:28]=[CH:27][C:16]([C:17]([NH:19][CH:20]3[CH2:25][CH2:24][N:23]([CH3:26])[CH2:22][CH2:21]3)=[O:18])=[CH:15][C:14]=2[O:29][CH3:30])[N:3]=1.[C:31]1([OH:37])[CH:36]=[CH:35][CH:34]=[CH:33][CH:32]=1.N1C=CC=CC=1.C([O-])([O-])=O.[Cs+].[Cs+]. Given the product [CH3:30][O:29][C:14]1[CH:15]=[C:16]([CH:27]=[CH:28][C:13]=1[NH:12][C:4]1[N:3]=[C:2]([O:37][C:31]2[CH:36]=[CH:35][CH:34]=[CH:33][CH:32]=2)[C:7]([C:8]([F:11])([F:10])[F:9])=[CH:6][N:5]=1)[C:17]([NH:19][CH:20]1[CH2:25][CH2:24][N:23]([CH3:26])[CH2:22][CH2:21]1)=[O:18], predict the reactants needed to synthesize it. (2) The reactants are: [C:1]([N:6]1[CH2:11][CH2:10][N:9]([C:12]([C:14]2[CH:15]=[C:16]([CH:20]3[C:29](=O)[C:28]4[C:27]([C:31](OC)=[O:32])=[CH:26][CH:25]=[CH:24][C:23]=4[NH:22][CH:21]3[C:35]3[CH:40]=[CH:39][CH:38]=[CH:37][CH:36]=3)[CH:17]=[CH:18][CH:19]=2)=[O:13])[CH2:8][CH2:7]1)(=O)[CH:2]([CH3:4])[CH3:3].[OH2:41].[NH2:42][NH2:43]. Given the product [C:1]([N:6]1[CH2:7][CH2:8][N:9]([C:12]([C:14]2[CH:15]=[C:16]([CH:20]3[C:29]4=[N:42][NH:43][C:31](=[O:32])[C:27]5[CH:26]=[CH:25][CH:24]=[C:23]([C:28]=54)[NH:22][CH:21]3[C:35]3[CH:40]=[CH:39][CH:38]=[CH:37][CH:36]=3)[CH:17]=[CH:18][CH:19]=2)=[O:13])[CH2:10][CH2:11]1)(=[O:41])[CH:2]([CH3:4])[CH3:3], predict the reactants needed to synthesize it. (3) Given the product [Cl:1][C:2]1[C:3]([F:29])=[C:4]([CH:26]=[CH:27][CH:28]=1)[NH:5][C:6]1[C:15]2[C:10](=[CH:11][C:12]([O:24][CH3:25])=[C:13]([O:16][CH2:17][CH:18]3[CH2:23][CH2:22][N:21]([C:36]#[N:33])[CH2:20][CH2:19]3)[CH:14]=2)[N:9]=[CH:8][N:39]=1, predict the reactants needed to synthesize it. The reactants are: [Cl:1][C:2]1[C:3]([F:29])=[C:4]([CH:26]=[CH:27][CH:28]=1)[NH:5][C:6]1[C:15]2[C:10](=[CH:11][C:12]([O:24][CH3:25])=[C:13]([O:16][CH2:17][CH:18]3[CH2:23][CH2:22][NH:21][CH2:20][CH2:19]3)[CH:14]=2)[N:9]=[CH:8]C=1.C([N:33]([CH:36](C)C)CC)(C)C.[N:39]#CBr. (4) Given the product [OH:21][C:20]1[CH:22]=[CH:23][C:15]([CH:14]=[CH:3][C:4](=[O:12])[CH2:5][CH2:6][CH2:7][CH2:8][CH2:9][CH2:10][CH3:11])=[CH:16][C:17]=1[O:18][CH3:19], predict the reactants needed to synthesize it. The reactants are: [OH-].[K+].[CH3:3][C:4](=[O:12])[CH2:5][CH2:6][CH2:7][CH2:8][CH2:9][CH2:10][CH3:11].O=[CH:14][C:15]1[CH:23]=[CH:22][C:20]([OH:21])=[C:17]([O:18][CH3:19])[CH:16]=1. (5) Given the product [C:4]([NH:12][CH:13]([C:20]1[CH:25]=[CH:24][CH:23]=[C:22]([NH:26][S:27]([C:30]2[CH:35]=[CH:34][CH:33]=[C:32]([NH:36][C:37]([NH2:39])=[NH:38])[CH:31]=2)(=[O:29])=[O:28])[CH:21]=1)[CH2:14][C:15]([OH:17])=[O:16])(=[O:11])[C:5]1[CH:10]=[CH:9][CH:8]=[CH:7][CH:6]=1, predict the reactants needed to synthesize it. The reactants are: O.[OH-].[Li+].[C:4]([NH:12][CH:13]([C:20]1[CH:25]=[CH:24][CH:23]=[C:22]([NH:26][S:27]([C:30]2[CH:35]=[CH:34][CH:33]=[C:32]([NH:36][C:37]([NH2:39])=[NH:38])[CH:31]=2)(=[O:29])=[O:28])[CH:21]=1)[CH2:14][C:15]([O:17]CC)=[O:16])(=[O:11])[C:5]1[CH:10]=[CH:9][CH:8]=[CH:7][CH:6]=1. (6) The reactants are: [CH2:1]([N:5]1[C:9](=[S:10])[CH:8]=[C:7]([C:11]([F:14])([F:13])[F:12])[NH:6]1)[CH2:2][CH2:3][CH3:4].[C:15](=O)([O-])[O-].[K+].[K+].CI. Given the product [CH2:1]([N:5]1[C:9]([S:10][CH3:15])=[CH:8][C:7]([C:11]([F:13])([F:12])[F:14])=[N:6]1)[CH2:2][CH2:3][CH3:4], predict the reactants needed to synthesize it.